Dataset: Forward reaction prediction with 1.9M reactions from USPTO patents (1976-2016). Task: Predict the product of the given reaction. (1) The product is: [Br:3][C:4]1[CH:9]=[CH:8][CH:7]=[C:6]([O:10][CH2:15][CH:14]([O:17][CH2:18][CH3:19])[O:13][CH2:11][CH3:12])[CH:5]=1. Given the reactants [H-].[Na+].[Br:3][C:4]1[CH:5]=[C:6]([OH:10])[CH:7]=[CH:8][CH:9]=1.[CH2:11]([O:13][CH:14]([O:17][CH2:18][CH3:19])[CH2:15]Br)[CH3:12], predict the reaction product. (2) Given the reactants [C:1]([C:3]1[CH:8]=[CH:7][CH:6]=[CH:5][C:4]=1[N:9]1[C:17]2[C:12](=[CH:13][CH:14]=[CH:15][CH:16]=2)[C:11]([CH2:18][N:19]2[C:25](=[O:26])[C@@H:24]([NH:27][C:28](=[O:40])[C@@H:29]([N:31](C)[C:32](=O)OC(C)(C)C)[CH3:30])[C@H:23]([CH3:41])[N:22]([C:42]([CH:44]3[CH2:49][CH2:48][O:47][CH2:46][CH2:45]3)=[O:43])[C:21]3[CH:50]=[CH:51][CH:52]=[CH:53][C:20]2=3)=[N:10]1)#[N:2].[ClH:54], predict the reaction product. The product is: [ClH:54].[C:1]([C:3]1[CH:8]=[CH:7][CH:6]=[CH:5][C:4]=1[N:9]1[C:17]2[C:12](=[CH:13][CH:14]=[CH:15][CH:16]=2)[C:11]([CH2:18][N:19]2[C:25](=[O:26])[C@@H:24]([NH:27][C:28](=[O:40])[C@@H:29]([NH:31][CH3:32])[CH3:30])[C@H:23]([CH3:41])[N:22]([C:42]([CH:44]3[CH2:45][CH2:46][O:47][CH2:48][CH2:49]3)=[O:43])[C:21]3[CH:50]=[CH:51][CH:52]=[CH:53][C:20]2=3)=[N:10]1)#[N:2]. (3) Given the reactants C(OC([N:6]1[C:33]2[C:28](=[CH:29][CH:30]=[C:31]([Cl:34])[CH:32]=2)[C:8]2([CH:13]([CH:14]3[CH2:19][CH2:18][CH2:17][CH2:16][CH2:15]3)[CH2:12][C:11](=[O:20])[NH:10][CH:9]2[C:21]2[CH:26]=[CH:25][CH:24]=[C:23]([Cl:27])[CH:22]=2)[C:7]1=[O:35])=O)C.[OH-].[Na+], predict the reaction product. The product is: [Cl:34][C:31]1[CH:32]=[C:33]2[NH:6][C:7](=[O:35])[C:8]3([CH:13]([CH:14]4[CH2:19][CH2:18][CH2:17][CH2:16][CH2:15]4)[CH2:12][C:11](=[O:20])[NH:10][CH:9]3[C:21]3[CH:26]=[CH:25][CH:24]=[C:23]([Cl:27])[CH:22]=3)[C:28]2=[CH:29][CH:30]=1.